The task is: Predict which catalyst facilitates the given reaction.. This data is from Catalyst prediction with 721,799 reactions and 888 catalyst types from USPTO. Reactant: C([O:5][C:6](=[O:40])[C:7]1[CH:12]=[CH:11][C:10]([CH2:13][N:14]2[C:19](=[O:20])[C:18]3[CH:21]=[C:22]([C:24](=[O:37])[NH:25][CH2:26][C:27]4[CH:32]=[CH:31][C:30]([O:33][CH3:34])=[C:29]([O:35][CH3:36])[CH:28]=4)[S:23][C:17]=3[N:16]([CH3:38])[C:15]2=[O:39])=[CH:9][CH:8]=1)(C)(C)C. Product: [CH3:36][O:35][C:29]1[CH:28]=[C:27]([CH:32]=[CH:31][C:30]=1[O:33][CH3:34])[CH2:26][NH:25][C:24]([C:22]1[S:23][C:17]2[N:16]([CH3:38])[C:15](=[O:39])[N:14]([CH2:13][C:10]3[CH:11]=[CH:12][C:7]([C:6]([OH:40])=[O:5])=[CH:8][CH:9]=3)[C:19](=[O:20])[C:18]=2[CH:21]=1)=[O:37]. The catalyst class is: 67.